Binary Classification. Given a miRNA mature sequence and a target amino acid sequence, predict their likelihood of interaction. From a dataset of Experimentally validated miRNA-target interactions with 360,000+ pairs, plus equal number of negative samples. (1) The miRNA is mmu-miR-24-1-5p with sequence GUGCCUACUGAGCUGAUAUCAGU. The protein sequence of the target gene is MLLLWLLLLLLLLVPLLAILWQQRSRGARPCWLISLQHRVAWGMLGWAAAWQQWRLDRSTLNVGQSQQQALMWCLKKAQGSCCLPREDTDMRTFRNHLPLTQTSHTQEQESEETLPSPASPQYHGDASLQATLLGLITLNKAYPEALAPGSTACVTPTSPWPCSVPWLGHALGRVSPDGAKDPRTLLLEALISPGLRVLEARTAVELLDVFVGLEADGEELAEAIAAGILGTLLPKRAAELKEALEQGPRGLARRLWPKLQVVVTLDSGGQAEAVAALRVLWCQGLAFFSPAYAASGGVV.... Result: 0 (no interaction). (2) The miRNA is hsa-miR-563 with sequence AGGUUGACAUACGUUUCCC. The protein sequence of the target gene is MSEGNAAGEPSTPGGPRPLLTGARGLIGRRPAPPLTPGRLPSIRSRDLTLGGVKKKTFTPNIISRKIKEEPKEEVTVKKEKRERDRDRQREGHGRGRGRPEVIQSHSIFEQGPAEMMKKKGNWDKTVDVSDMGPSHIINIKKEKRETDEETKQILRMLEKDDFLDDPGLRNDTRNMPVQLPLAHSGWLFKEENDEPDVKPWLAGPKEEDMEVDIPAVKVKEEPRDEEEEAKMKAPPKAARKTPGLPKDVSVAELLRELSLTKEEELLFLQLPDTLPGQPPTQDIKPIKTEVQGEDGQVVL.... Result: 0 (no interaction). (3) The miRNA is hsa-miR-487b-3p with sequence AAUCGUACAGGGUCAUCCACUU. The protein sequence of the target gene is MWPAGAGTKLPCPRDSALRRAAFSGNLTALPSHLVPAGRSVRVFISANPEDTGAERQALRETVYPKLREFCRENYGLEFQVIDLYWGIEEDEWDSPELQKMRMKLLEECLKTSAGPCFVGLLGEKYGNIRIPGEVEASEFEMILDAAVEAKLETKLLEDWYCRDENSVPAAYYLRPRLEVPRSNKNSTQPSASSEQERPWQEISDEIKTIFKAAVKLLHEQGKMKQSQAKRYLFSAIEDEFDFALGKQTPAFLKKCVCYIRKIANIERFVKIPEMGKYMDITGTDPRIVRDPEAQEKLIK.... Result: 0 (no interaction).